Predict the reactants needed to synthesize the given product. From a dataset of Full USPTO retrosynthesis dataset with 1.9M reactions from patents (1976-2016). Given the product [CH3:25][N:15]([C@@H:10]1[C@H:11]([CH3:14])[CH2:12][CH2:13][NH:8][CH2:9]1)[C:16]1[C:17]2[CH:24]=[CH:23][NH:22][C:18]=2[N:19]=[CH:20][N:21]=1, predict the reactants needed to synthesize it. The reactants are: C([N:8]1[CH2:13][CH2:12][C@@H:11]([CH3:14])[C@@H:10]([N:15]([CH3:25])[C:16]2[C:17]3[CH:24]=[CH:23][NH:22][C:18]=3[N:19]=[CH:20][N:21]=2)[CH2:9]1)C1C=CC=CC=1.FC(F)(F)C(O)=O.